Dataset: Full USPTO retrosynthesis dataset with 1.9M reactions from patents (1976-2016). Task: Predict the reactants needed to synthesize the given product. (1) Given the product [C:45]([O:44][C:42]([NH:49][C@@H:50]([CH:51]([CH3:53])[CH3:52])[C:54]([O:39][CH2:38][C:37]([N:34]1[CH2:33][CH2:32][N:31]([CH2:30][C:27]2[CH:26]=[N:25][C:24]([C:22]3[S:23][C:16]4[C:17](=[N:18][CH:19]=[CH:20][C:15]=4[O:14][C:11]4[CH:12]=[CH:13][C:8]([NH:7][C:5]([NH:4][CH:1]5[CH2:2][CH2:3]5)=[O:6])=[CH:9][C:10]=4[F:41])[CH:21]=3)=[CH:29][CH:28]=2)[CH2:36][CH2:35]1)=[O:40])=[O:55])=[O:43])([CH3:48])([CH3:47])[CH3:46], predict the reactants needed to synthesize it. The reactants are: [CH:1]1([NH:4][C:5]([NH:7][C:8]2[CH:13]=[CH:12][C:11]([O:14][C:15]3[CH:20]=[CH:19][N:18]=[C:17]4[CH:21]=[C:22]([C:24]5[CH:29]=[CH:28][C:27]([CH2:30][N:31]6[CH2:36][CH2:35][N:34]([C:37](=[O:40])[CH2:38][OH:39])[CH2:33][CH2:32]6)=[CH:26][N:25]=5)[S:23][C:16]=34)=[C:10]([F:41])[CH:9]=2)=[O:6])[CH2:3][CH2:2]1.[C:42]([NH:49][C@H:50]([C:54](O)=[O:55])[CH:51]([CH3:53])[CH3:52])([O:44][C:45]([CH3:48])([CH3:47])[CH3:46])=[O:43].C1CCC(N=C=NC2CCCCC2)CC1.CO.C(Cl)Cl. (2) Given the product [N:4]1([C:5]2[CH:10]=[CH:9][C:8]([C:11]3[NH:16][C:15](=[O:17])[C:14]([C:18]([O:20][CH3:21])=[O:19])=[C:13]([OH:22])[C:12]=3[CH2:23][CH3:24])=[CH:7][CH:6]=2)[CH2:1][CH:2]=[CH:26][CH2:25]1, predict the reactants needed to synthesize it. The reactants are: [CH2:1]([N:4]([CH2:25][CH:26]=C)[C:5]1[CH:10]=[CH:9][C:8]([C:11]2[NH:16][C:15](=[O:17])[C:14]([C:18]([O:20][CH3:21])=[O:19])=[C:13]([OH:22])[C:12]=2[CH2:23][CH3:24])=[CH:7][CH:6]=1)[CH:2]=C. (3) Given the product [C:30]1([C:29]([C:36]2[CH:37]=[CH:38][CH:39]=[CH:40][CH:41]=2)([C:42]2[CH:43]=[CH:44][CH:45]=[CH:46][CH:47]=2)[OH:51])[CH:31]=[CH:32][CH:33]=[CH:34][CH:35]=1, predict the reactants needed to synthesize it. The reactants are: Cl.CCCCC1N(CC2C=CC(C3C(C4N=NN([C:29]([C:42]5[CH:47]=[CH:46][CH:45]=[CH:44][CH:43]=5)([C:36]5[CH:41]=[CH:40][CH:39]=[CH:38][CH:37]=5)[C:30]5[CH:35]=[CH:34][CH:33]=[CH:32][CH:31]=5)N=4)=CC=CC=3)=CC=2)C(CO)=C(Cl)N=1.[OH-:51].[K+]. (4) The reactants are: [F:1][C:2]1[CH:7]=[CH:6][C:5]([N:8]2[CH2:12][CH2:11][CH:10]([C:13]([OH:15])=[O:14])[C:9]2=[O:16])=[CH:4][CH:3]=1.CO.[CH2:19]1COCC1.[N+](=C[Si](C)(C)C)=[N-]. Given the product [F:1][C:2]1[CH:3]=[CH:4][C:5]([N:8]2[CH2:12][CH2:11][CH:10]([C:13]([O:15][CH3:19])=[O:14])[C:9]2=[O:16])=[CH:6][CH:7]=1, predict the reactants needed to synthesize it. (5) Given the product [OH:1][C:2]1[CH:13]=[CH:12][C:5]([CH:6]=[O:7])=[CH:4][C:3]=1[CH2:14][N:15]1[CH2:16][CH2:17][O:18][CH2:19][CH2:20]1, predict the reactants needed to synthesize it. The reactants are: [OH:1][C:2]1[CH:13]=[CH:12][C:5]([C:6](N(OC)C)=[O:7])=[CH:4][C:3]=1[CH2:14][N:15]1[CH2:20][CH2:19][O:18][CH2:17][CH2:16]1. (6) Given the product [Cl:10][C:11]1[CH:12]=[C:13]([CH:19]=[CH:20][C:21]=1[S:22](=[O:35])(=[O:36])[N:23]([C:3]1[C:2]([Cl:1])=[CH:7][C:6]([Cl:8])=[CH:5][N:4]=1)[CH2:24][C:25]1[CH:26]=[C:27]2[CH:33]=[CH:32][N:31]([CH3:34])[C:28]2=[N:29][CH:30]=1)[C:14]([O:16][CH2:17][CH3:18])=[O:15], predict the reactants needed to synthesize it. The reactants are: [Cl:1][C:2]1[C:3](F)=[N:4][CH:5]=[C:6]([Cl:8])[CH:7]=1.[Cl:10][C:11]1[CH:12]=[C:13]([CH:19]=[CH:20][C:21]=1[S:22](=[O:36])(=[O:35])[NH:23][CH2:24][C:25]1[CH:26]=[C:27]2[CH:33]=[CH:32][N:31]([CH3:34])[C:28]2=[N:29][CH:30]=1)[C:14]([O:16][CH2:17][CH3:18])=[O:15]. (7) Given the product [Cl:15][CH2:16][CH2:17][CH2:18][CH2:19][C:20]([C:8]1[CH:9]=[C:10]2[C:5]3=[C:6]([CH2:11][CH2:12][C:13](=[O:14])[N:4]3[CH2:3][CH2:2][CH2:1]2)[CH:7]=1)=[O:21], predict the reactants needed to synthesize it. The reactants are: [CH2:1]1[C:10]2[C:5]3=[C:6]([CH2:11][CH2:12][C:13](=[O:14])[N:4]3[CH2:3][CH2:2]1)[CH:7]=[CH:8][CH:9]=2.[Cl:15][CH2:16][CH2:17][CH2:18][CH2:19][C:20](Cl)=[O:21]. (8) Given the product [CH:11]1([C:8]2[NH:7][C:6](=[O:16])[C:5]([CH:2]([NH:1][C:20]([CH:17]3[CH2:19][CH2:18]3)=[O:21])[CH2:3][CH3:4])=[N:10][N:9]=2)[CH2:15][CH2:14][CH2:13][CH2:12]1, predict the reactants needed to synthesize it. The reactants are: [NH2:1][CH:2]([C:5]1[C:6](=[O:16])[NH:7][C:8]([CH:11]2[CH2:15][CH2:14][CH2:13][CH2:12]2)=[N:9][N:10]=1)[CH2:3][CH3:4].[CH:17]1([C:20](Cl)=[O:21])[CH2:19][CH2:18]1.